Task: Predict which catalyst facilitates the given reaction.. Dataset: Catalyst prediction with 721,799 reactions and 888 catalyst types from USPTO (1) Reactant: [NH:1]1[C:5]2=[C:6]([O:10][C:11]3[CH:16]=[CH:15][C:14]([NH2:17])=[CH:13][C:12]=3[F:18])[N:7]=[CH:8][CH:9]=[C:4]2[CH:3]=[CH:2]1.[C:19]1([CH2:25][C:26]([N:28]=[C:29]=[S:30])=[O:27])[CH:24]=[CH:23][CH:22]=[CH:21][CH:20]=1. Product: [NH:1]1[C:5]2=[C:6]([O:10][C:11]3[CH:16]=[CH:15][C:14]([NH:17][C:29]([NH:28][C:26](=[O:27])[CH2:25][C:19]4[CH:20]=[CH:21][CH:22]=[CH:23][CH:24]=4)=[S:30])=[CH:13][C:12]=3[F:18])[N:7]=[CH:8][CH:9]=[C:4]2[CH:3]=[CH:2]1. The catalyst class is: 1. (2) Reactant: [Cl:1][C:2]1[CH:10]=[CH:9][CH:8]=[C:7]2[C:3]=1[CH:4]=[CH:5][NH:6]2.Br[CH:12]1[CH2:15][O:14][CH2:13]1.[OH-].[K+].O. Product: [Cl:1][C:2]1[CH:10]=[CH:9][CH:8]=[C:7]2[C:3]=1[CH:4]=[CH:5][N:6]2[CH:12]1[CH2:15][O:14][CH2:13]1. The catalyst class is: 3. (3) Reactant: [CH3:1][N:2]([CH3:16])[S:3]([C:6]1[CH:7]=[C:8]2[C:12](=[CH:13][CH:14]=1)[NH:11][C:10](=[O:15])[CH2:9]2)(=[O:5])=[O:4].[C:17]1([S:23]([C:26]2[C:27]([CH2:34][CH2:35][C:36]([OH:38])=[O:37])=[C:28]([CH:32]=O)[NH:29][C:30]=2[CH3:31])(=[O:25])=[O:24])[CH:22]=[CH:21][CH:20]=[CH:19][CH:18]=1.CC(O/N=C(/C(NCC=O)=O)\C1N=C(N)SC=1)(C(O)=O)C.N1CCCCC1. Product: [C:17]1([S:23]([C:26]2[C:27]([CH2:34][CH2:35][C:36]([OH:38])=[O:37])=[C:28](/[CH:32]=[C:9]3\[C:10](=[O:15])[NH:11][C:12]4[C:8]\3=[CH:7][C:6]([S:3](=[O:5])(=[O:4])[N:2]([CH3:16])[CH3:1])=[CH:14][CH:13]=4)[NH:29][C:30]=2[CH3:31])(=[O:24])=[O:25])[CH:18]=[CH:19][CH:20]=[CH:21][CH:22]=1. The catalyst class is: 8. (4) Product: [CH3:17][N:18]([CH2:30][C:31]1[CH:32]=[CH:33][C:34](/[CH:35]=[CH:9]/[C:10]([O:12][CH2:13][CH3:14])=[O:11])=[CH:37][CH:38]=1)[C:19]1[S:20][CH:21]=[C:22]([C:24]2[CH:25]=[CH:26][CH:27]=[CH:28][CH:29]=2)[N:23]=1. Reactant: C(OP([CH2:9][C:10]([O:12][CH2:13][CH3:14])=[O:11])(OCC)=O)C.[H-].[Na+].[CH3:17][N:18]([CH2:30][C:31]1[CH:38]=[CH:37][C:34]([CH:35]=O)=[CH:33][CH:32]=1)[C:19]1[S:20][CH:21]=[C:22]([C:24]2[CH:29]=[CH:28][CH:27]=[CH:26][CH:25]=2)[N:23]=1.O. The catalyst class is: 7.